This data is from Forward reaction prediction with 1.9M reactions from USPTO patents (1976-2016). The task is: Predict the product of the given reaction. (1) Given the reactants [Cl:1][C:2]1[CH:3]=[C:4]([C:8]2[CH:13]=[CH:12][C:11]([CH2:14][N:15]([CH2:25][C@@H:26]([OH:30])[C:27]([OH:29])=[O:28])[NH:16][C:17]([C:19]3[O:23][N:22]=[C:21]([OH:24])[CH:20]=3)=[O:18])=[CH:10][CH:9]=2)[CH:5]=[CH:6][CH:7]=1.[CH2:31](O)[CH2:32][CH3:33].Cl.O1CCOC[CH2:37]1, predict the reaction product. The product is: [CH2:33]([O:28][C:27](=[O:29])[C@H:26]([OH:30])[CH2:25][N:15]([CH2:14][C:11]1[CH:10]=[CH:9][C:8]([C:4]2[CH:5]=[CH:6][CH:7]=[C:2]([Cl:1])[CH:3]=2)=[CH:13][CH:12]=1)[NH:16][C:17]([C:19]1[O:23][N:22]=[C:21]([OH:24])[CH:20]=1)=[O:18])[CH2:32][CH2:31][CH3:37]. (2) Given the reactants [NH2:1][C:2]([NH:4][C:5]1[S:6][C:7]([C:11]2[CH:12]=[C:13]([NH:17]C(=O)C3C=CC(OCC4C=CC=CC=4)=CC=3)[CH:14]=[CH:15][CH:16]=2)=[C:8]([CH3:10])[N:9]=1)=[NH:3].[Cl:34][C:35]1[C:39]2[CH:40]=[CH:41][C:42]([CH2:44][CH3:45])=[CH:43][C:38]=2[S:37][C:36]=1[C:46](Cl)=[O:47], predict the reaction product. The product is: [NH2:3][C:2]([NH:4][C:5]1[S:6][C:7]([C:11]2[CH:12]=[C:13]([NH:17][C:46]([C:36]3[S:37][C:38]4[CH:43]=[C:42]([CH2:44][CH3:45])[CH:41]=[CH:40][C:39]=4[C:35]=3[Cl:34])=[O:47])[CH:14]=[CH:15][CH:16]=2)=[C:8]([CH3:10])[N:9]=1)=[NH:1].